Dataset: Forward reaction prediction with 1.9M reactions from USPTO patents (1976-2016). Task: Predict the product of the given reaction. Given the reactants CCCC[N+](CCCC)(CCCC)CCCC.[F-].[CH2:19]([N:23]([CH2:35][CH:36]([CH3:38])[CH3:37])[C:24]1[CH:31]=[CH:30][C:27]([CH:28]=[O:29])=[CH:26][C:25]=1[N+:32]([O-:34])=[O:33])[CH:20]([CH3:22])[CH3:21].C[Si](C)(C)[C:41]([F:44])([F:43])[F:42].Cl, predict the reaction product. The product is: [CH2:19]([N:23]([CH2:35][CH:36]([CH3:38])[CH3:37])[C:24]1[CH:31]=[CH:30][C:27]([CH:28]([OH:29])[C:41]([F:44])([F:43])[F:42])=[CH:26][C:25]=1[N+:32]([O-:34])=[O:33])[CH:20]([CH3:22])[CH3:21].